Task: Predict the product of the given reaction.. Dataset: Forward reaction prediction with 1.9M reactions from USPTO patents (1976-2016) (1) Given the reactants [CH:1]([N:14]1[CH2:17][CH:16]([CH2:18][O:19][C:20]2[C:32](Cl)=[CH:31][C:23]([C:24]([O:26][C:27]([CH3:30])([CH3:29])[CH3:28])=[O:25])=[C:22]([F:34])[CH:21]=2)[CH2:15]1)([C:8]1[CH:13]=[CH:12][CH:11]=[CH:10][CH:9]=1)[C:2]1[CH:7]=[CH:6][CH:5]=[CH:4][CH:3]=1.[CH:35]1(B(O)O)[CH2:37][CH2:36]1.P([O-])([O-])([O-])=O.[K+].[K+].[K+].[F-].[K+], predict the reaction product. The product is: [CH:1]([N:14]1[CH2:17][CH:16]([CH2:18][O:19][C:20]2[C:32]([CH:35]3[CH2:37][CH2:36]3)=[CH:31][C:23]([C:24]([O:26][C:27]([CH3:30])([CH3:29])[CH3:28])=[O:25])=[C:22]([F:34])[CH:21]=2)[CH2:15]1)([C:8]1[CH:13]=[CH:12][CH:11]=[CH:10][CH:9]=1)[C:2]1[CH:7]=[CH:6][CH:5]=[CH:4][CH:3]=1. (2) Given the reactants [CH2:1]([O:8][C:9]([N:11]1[C@H:16]([CH3:17])[CH2:15][NH:14][C:13](=[O:18])[C@@H:12]1[CH3:19])=[O:10])[C:2]1[CH:7]=[CH:6][CH:5]=[CH:4][CH:3]=1.[H-].[Na+].Br[CH2:23][C:24]1[CH:33]=[C:32]2[C:27]([C:28]([Cl:34])=[CH:29][CH:30]=[N:31]2)=[CH:26][CH:25]=1.C(OCC)(=O)C, predict the reaction product. The product is: [CH2:1]([O:8][C:9]([N:11]1[C@H:16]([CH3:17])[CH2:15][N:14]([CH2:23][C:24]2[CH:33]=[C:32]3[C:27]([C:28]([Cl:34])=[CH:29][CH:30]=[N:31]3)=[CH:26][CH:25]=2)[C:13](=[O:18])[C@@H:12]1[CH3:19])=[O:10])[C:2]1[CH:3]=[CH:4][CH:5]=[CH:6][CH:7]=1.